Dataset: Catalyst prediction with 721,799 reactions and 888 catalyst types from USPTO. Task: Predict which catalyst facilitates the given reaction. (1) Reactant: [Cl:1][C:2]1[CH:3]=[C:4]([CH:34]=[C:35]([Cl:37])[CH:36]=1)[CH2:5][NH:6][C:7]([N:9]1[CH2:14][CH2:13][N:12]2[N:15]=[C:16]([C:18]([N:20]3[CH:25]4[CH2:26][CH2:27][CH2:28][CH:21]3[CH2:22][CH:23]([C:29]([O:31]CC)=[O:30])[CH2:24]4)=[O:19])[CH:17]=[C:11]2[CH2:10]1)=[O:8].O.[OH-].[Li+].Cl. Product: [Cl:37][C:35]1[CH:34]=[C:4]([CH:3]=[C:2]([Cl:1])[CH:36]=1)[CH2:5][NH:6][C:7]([N:9]1[CH2:14][CH2:13][N:12]2[N:15]=[C:16]([C:18]([N:20]3[CH:25]4[CH2:26][CH2:27][CH2:28][CH:21]3[CH2:22][CH:23]([C:29]([OH:31])=[O:30])[CH2:24]4)=[O:19])[CH:17]=[C:11]2[CH2:10]1)=[O:8]. The catalyst class is: 20. (2) Reactant: C([O:8][C:9](=[O:33])[C@@H:10]1[CH2:14][CH2:13][CH2:12][N:11]1[C:15](=[O:32])[CH:16]([CH2:28][CH:29]([CH3:31])[CH3:30])[NH:17][S:18]([CH2:21][C:22]1[CH:27]=[CH:26][CH:25]=[CH:24][CH:23]=1)(=[O:20])=[O:19])C1C=CC=CC=1.[H][H]. Product: [CH2:21]([S:18]([NH:17][CH:16]([C:15]([N:11]1[CH2:12][CH2:13][CH2:14][C@H:10]1[C:9]([OH:33])=[O:8])=[O:32])[CH2:28][CH:29]([CH3:31])[CH3:30])(=[O:20])=[O:19])[C:22]1[CH:23]=[CH:24][CH:25]=[CH:26][CH:27]=1. The catalyst class is: 129. (3) Product: [CH:13]([N:14]1[CH2:2][CH:3]([OH:4])[CH:5]1[CH3:6])([C:15]1[CH:16]=[CH:17][CH:18]=[CH:19][CH:20]=1)[C:7]1[CH:12]=[CH:11][CH:10]=[CH:9][CH:8]=1. Reactant: Br[CH2:2][CH:3]1[CH:5]([CH3:6])[O:4]1.[C:7]1([CH:13]([C:15]2[CH:20]=[CH:19][CH:18]=[CH:17][CH:16]=2)[NH2:14])[CH:12]=[CH:11][CH:10]=[CH:9][CH:8]=1. The catalyst class is: 5. (4) Reactant: [Cl-:1].[Cl-].[Cl-].[CH:4]1([Zr+3:9])[CH:8]=[CH:7][CH:6]=[CH:5]1.[CH3:10][Si:11]([CH3:26])([CH3:25])[O:12][CH2:13][CH2:14][CH2:15][C-:16]1[C:24]2[C:19](=[CH:20][CH:21]=[CH:22][CH:23]=2)[CH:18]=[CH:17]1.[Li+]. Product: [Cl-:1].[Cl-:1].[CH3:26][Si:11]([CH3:10])([CH3:25])[O:12][CH2:13][CH2:14][CH2:15][CH:16]1[C:24]2[C:19](=[CH:20][CH:21]=[CH:22][CH:23]=2)[CH:18]=[C:17]1[Zr+2:9][CH:4]1[CH:8]=[CH:7][CH:6]=[CH:5]1. The catalyst class is: 28.